From a dataset of Reaction yield outcomes from USPTO patents with 853,638 reactions. Predict the reaction yield, written as a fraction of the theoretical maximum amount of product (1.0 means a 100% yield; for example, 0.34 means a 34% yield). The reactants are [NH2:1][C:2]1[CH:3]=[C:4]([CH2:8][OH:9])[CH:5]=[CH:6][CH:7]=1.[Cl:10][CH2:11][C:12](Cl)=[O:13]. No catalyst specified. The product is [Cl:10][CH2:11][C:12]([NH:1][C:2]1[CH:7]=[CH:6][CH:5]=[C:4]([CH2:8][OH:9])[CH:3]=1)=[O:13]. The yield is 0.990.